Dataset: Full USPTO retrosynthesis dataset with 1.9M reactions from patents (1976-2016). Task: Predict the reactants needed to synthesize the given product. (1) Given the product [Br:1][C:2]1[N:3]=[C:4]([C:9]([OH:12])=[O:10])[CH:5]=[CH:6][C:7]=1[F:8], predict the reactants needed to synthesize it. The reactants are: [Br:1][C:2]1[C:7]([F:8])=[CH:6][CH:5]=[C:4]([CH3:9])[N:3]=1.[OH2:10].[Mn]([O-])(=O)(=O)=[O:12].[K+]. (2) The reactants are: [OH:1][C:2]1[CH:3]=[CH:4][C:5]([NH:12][S:13]([C:16]2[CH:21]=[CH:20][C:19]([CH3:22])=[CH:18][CH:17]=2)(=[O:15])=[O:14])=[C:6]([CH:11]=1)[C:7]([O:9][CH3:10])=[O:8].F[C:24]1[CH:29]=[CH:28][C:27]([N+:30]([O-:32])=[O:31])=[C:26](/[CH:33]=[CH:34]\[CH3:35])[CH:25]=1.C(=O)([O-])[O-].[K+].[K+]. Given the product [CH3:10][O:9][C:7](=[O:8])[C:6]1[CH:11]=[C:2]([O:1][C:24]2[CH:29]=[CH:28][C:27]([N+:30]([O-:32])=[O:31])=[C:26](/[CH:33]=[CH:34]\[CH3:35])[CH:25]=2)[CH:3]=[CH:4][C:5]=1[NH:12][S:13]([C:16]1[CH:21]=[CH:20][C:19]([CH3:22])=[CH:18][CH:17]=1)(=[O:15])=[O:14], predict the reactants needed to synthesize it. (3) Given the product [C:13]([C:9]1[CH:8]=[C:7]2[C:12](=[CH:11][CH:10]=1)[CH:4]([NH2:3])[CH2:5][CH2:6]2)([CH3:16])([CH3:14])[CH3:15], predict the reactants needed to synthesize it. The reactants are: CO[N:3]=[C:4]1[C:12]2[C:7](=[CH:8][C:9]([C:13]([CH3:16])([CH3:15])[CH3:14])=[CH:10][CH:11]=2)[CH2:6][CH2:5]1.N.[H][H].